Dataset: Forward reaction prediction with 1.9M reactions from USPTO patents (1976-2016). Task: Predict the product of the given reaction. Given the reactants [C:1]([O:5][C@@H:6]([C:12]1[C:13]([CH3:46])=[N:14][C:15]2[N:16]([N:30]=[C:31]([C:34](=[O:45])[NH:35][CH2:36][C:37]3[CH:42]=[CH:41][C:40]([F:43])=[C:39]([CH3:44])[CH:38]=3)[C:32]=2[F:33])[C:17]=1[C:18]1[C:19]([CH3:29])=[C:20]2[C:25](=[C:26]([F:28])[CH:27]=1)[O:24][CH2:23][CH2:22][CH2:21]2)[C:7]([O:9]CC)=[O:8])([CH3:4])([CH3:3])[CH3:2].O.[OH-].[Li+], predict the reaction product. The product is: [C:1]([O:5][C@@H:6]([C:12]1[C:13]([CH3:46])=[N:14][C:15]2[N:16]([N:30]=[C:31]([C:34](=[O:45])[NH:35][CH2:36][C:37]3[CH:42]=[CH:41][C:40]([F:43])=[C:39]([CH3:44])[CH:38]=3)[C:32]=2[F:33])[C:17]=1[C:18]1[C:19]([CH3:29])=[C:20]2[C:25](=[C:26]([F:28])[CH:27]=1)[O:24][CH2:23][CH2:22][CH2:21]2)[C:7]([OH:9])=[O:8])([CH3:4])([CH3:3])[CH3:2].